The task is: Predict the reaction yield, written as a fraction of the theoretical maximum amount of product (1.0 means a 100% yield; for example, 0.34 means a 34% yield).. This data is from Reaction yield outcomes from USPTO patents with 853,638 reactions. (1) The reactants are F[C:2]1[CH:16]=[CH:15][C:5]2[C:6](=[O:14])[NH:7][C:8]3[C:13]([C:4]=2[CH:3]=1)=[CH:12][CH:11]=[CH:10][N:9]=3.F[C:18]1[CH:23]=[CH:22][CH:21]=[CH:20][C:19]=1[OH:24].C(=O)([O-])[O-].[K+].[K+]. The catalyst is CN(C=O)C. The product is [C:4]([C:22]1[CH:21]=[CH:20][C:19]([O:24][C:2]2[CH:16]=[CH:15][C:5]3[C:6](=[O:14])[NH:7][C:8]4[C:13]([C:4]=3[CH:3]=2)=[CH:12][CH:11]=[CH:10][N:9]=4)=[CH:18][CH:23]=1)([CH3:13])([CH3:5])[CH3:3]. The yield is 0.400. (2) The product is [NH:1]1[C:9]2[C:4](=[CH:5][CH:6]=[CH:7][CH:8]=2)[CH:3]([CH2:10][C:11]([O:13][CH3:14])=[O:12])[CH2:2]1. The yield is 0.770. The catalyst is FC(F)(F)C(O)=O. The reactants are [NH:1]1[C:9]2[C:4](=[CH:5][CH:6]=[CH:7][CH:8]=2)[C:3]([CH2:10][C:11]([O:13][CH3:14])=[O:12])=[CH:2]1.C([SiH](CC)CC)C. (3) The reactants are [C:1]([O:5][C:6](=[O:28])[NH:7][CH2:8][C:9]([N:11]1[CH2:15][CH2:14][CH2:13][C@H:12]1[C:16](=[O:27])[NH:17][C:18]1[N:19]=[C:20]2[N:24]([CH:25]=1)[CH:23]=[C:22](Br)[S:21]2)=[O:10])([CH3:4])([CH3:3])[CH3:2].[CH3:29][O:30][C:31](=[O:64])[NH:32][C@H:33]([C:37]([N:39]1[CH2:43][CH2:42][CH2:41][C@H:40]1[C:44]1[NH:45][C:46]([C:49]2[CH:54]=[CH:53][C:52](B3OC(C)(C)C(C)(C)O3)=[CH:51][CH:50]=2)=[CH:47][N:48]=1)=[O:38])[CH:34]([CH3:36])[CH3:35]. The product is [CH3:29][O:30][C:31](=[O:64])[NH:32][C@H:33]([C:37]([N:39]1[CH2:43][CH2:42][CH2:41][C@H:40]1[C:44]1[NH:45][C:46]([C:49]2[CH:50]=[CH:51][C:52]([C:22]3[S:21][C:20]4=[N:19][C:18]([NH:17][C:16]([C@@H:12]5[CH2:13][CH2:14][CH2:15][N:11]5[C:9](=[O:10])[CH2:8][NH:7][C:6]([O:5][C:1]([CH3:4])([CH3:3])[CH3:2])=[O:28])=[O:27])=[CH:25][N:24]4[CH:23]=3)=[CH:53][CH:54]=2)=[CH:47][N:48]=1)=[O:38])[CH:34]([CH3:36])[CH3:35]. No catalyst specified. The yield is 0.0800. (4) The reactants are [F:1][C:2]([F:7])([F:6])[C:3]([OH:5])=[O:4].[F:8][C:9]([F:14])([F:13])[C:10]([OH:12])=[O:11].[F:15][C:16]([F:21])([F:20])[C:17]([OH:19])=[O:18].FC(F)(F)C(O)=O.[Cl:29][C:30]1[CH:31]=[N:32][C:33]2[NH:34][C:35]3[CH:36]=[N:37][CH:38]=[C:39]([CH:60]=3)[CH2:40][CH2:41][C:42]3[CH:50]=[C:46]([NH:47][C:48]=1[N:49]=2)[CH:45]=[CH:44][C:43]=3[NH:51][CH2:52][CH2:53][CH:54]1[CH2:59][CH2:58][NH:57][CH2:56][CH2:55]1.[F:61][C:62]1[CH:70]=[C:69]([F:71])[CH:68]=[CH:67][C:63]=1[C:64](Cl)=[O:65]. No catalyst specified. The product is [F:1][C:2]([F:7])([F:6])[C:3]([OH:5])=[O:4].[F:8][C:9]([F:14])([F:13])[C:10]([OH:12])=[O:11].[F:15][C:16]([F:21])([F:20])[C:17]([OH:19])=[O:18].[Cl:29][C:30]1[CH:31]=[N:32][C:33]2[NH:34][C:35]3[CH:36]=[N:37][CH:38]=[C:39]([CH:60]=3)[CH2:40][CH2:41][C:42]3[CH:50]=[C:46]([NH:47][C:48]=1[N:49]=2)[CH:45]=[CH:44][C:43]=3[NH:51][CH2:52][CH2:53][CH:54]1[CH2:55][CH2:56][N:57]([C:64](=[O:65])[C:63]2[CH:67]=[CH:68][C:69]([F:71])=[CH:70][C:62]=2[F:61])[CH2:58][CH2:59]1. The yield is 0.300. (5) The reactants are [CH3:1][O:2][C:3]1[CH:10]=[CH:9][C:8]([C:11](=[O:22])[C:12]#[C:13][C:14]([CH3:21])([O:16][Si](C)(C)C)[CH3:15])=[CH:7][C:4]=1[C:5]#[N:6].CC1C=CC(S(O)(=O)=O)=CC=1. The catalyst is C(Cl)Cl.O. The product is [OH:16][C:14]([CH3:21])([CH3:15])[C:13]#[C:12][C:11]([C:8]1[CH:9]=[CH:10][C:3]([O:2][CH3:1])=[C:4]([CH:7]=1)[C:5]#[N:6])=[O:22]. The yield is 0.970. (6) The reactants are F[C:2]1[CH:10]=[N:9][CH:8]=[CH:7][C:3]=1[C:4]([OH:6])=[O:5].[F:11][C:12]([F:22])([F:21])[O:13][C:14]1[CH:20]=[CH:19][C:17]([NH2:18])=[CH:16][CH:15]=1.[Li+].C[Si]([N-][Si](C)(C)C)(C)C.Cl. The catalyst is C1COCC1. The product is [F:11][C:12]([F:21])([F:22])[O:13][C:14]1[CH:15]=[CH:16][C:17]([NH:18][C:2]2[CH:10]=[N:9][CH:8]=[CH:7][C:3]=2[C:4]([OH:6])=[O:5])=[CH:19][CH:20]=1. The yield is 0.0900.